From a dataset of Peptide-MHC class II binding affinity with 134,281 pairs from IEDB. Regression. Given a peptide amino acid sequence and an MHC pseudo amino acid sequence, predict their binding affinity value. This is MHC class II binding data. (1) The MHC is HLA-DQA10301-DQB10302 with pseudo-sequence HLA-DQA10301-DQB10302. The binding affinity (normalized) is 0.0791. The peptide sequence is TMAQMNQAFRNIVNM. (2) The peptide sequence is SSPDNVKPLYIITPT. The MHC is HLA-DQA10104-DQB10503 with pseudo-sequence HLA-DQA10104-DQB10503. The binding affinity (normalized) is 0. (3) The peptide sequence is MAFQEMENFLGPIAV. The MHC is DRB3_0301 with pseudo-sequence DRB3_0301. The binding affinity (normalized) is 0.397. (4) The peptide sequence is GSCVYNMMGKREKKLGE. The MHC is DRB1_0301 with pseudo-sequence DRB1_0301. The binding affinity (normalized) is 0.340. (5) The binding affinity (normalized) is 0.362. The MHC is DRB1_0401 with pseudo-sequence DRB1_0401. The peptide sequence is PDAEKIVAAVIEKKL.